This data is from Peptide-MHC class II binding affinity with 134,281 pairs from IEDB. The task is: Regression. Given a peptide amino acid sequence and an MHC pseudo amino acid sequence, predict their binding affinity value. This is MHC class II binding data. (1) The binding affinity (normalized) is 0.103. The peptide sequence is TNSHNDDALLKNYGL. The MHC is DRB1_0405 with pseudo-sequence DRB1_0405. (2) The MHC is HLA-DPA10201-DPB10501 with pseudo-sequence HLA-DPA10201-DPB10501. The binding affinity (normalized) is 0.883. The peptide sequence is EKKYFAATWFEPLAA.